Predict which catalyst facilitates the given reaction. From a dataset of Catalyst prediction with 721,799 reactions and 888 catalyst types from USPTO. (1) Reactant: [NH2:1]CC(N[C@@H]1CCN(C2CCN(C3C=CC(OC)=CC=3)CC2)C1)=O.C(N(CC)CC)C.Cl[C:33]1[CH:34]=[C:35]([CH:39]=[CH:40][C:41]=1Cl)[C:36](Cl)=[O:37].C([O-])(O)=O.[Na+]. Product: [C:36]([NH2:1])(=[O:37])[C:35]1[CH:39]=[CH:40][CH:41]=[CH:33][CH:34]=1. The catalyst class is: 2. (2) Reactant: [F:1][C:2]1([F:17])[O:6][C:5]2[CH:7]=[CH:8][C:9]([C:11]3([C:14]([OH:16])=O)[CH2:13][CH2:12]3)=[CH:10][C:4]=2[O:3]1.C(Cl)(=O)C(Cl)=O.[NH2:24][C@@H:25]1[CH2:30][CH2:29][O:28][C@@H:27]([C:31]2[CH:32]=[C:33]([CH:38]=[CH:39][CH:40]=2)[C:34]([O:36][CH3:37])=[O:35])[CH2:26]1.C(N(CC)CC)C. Product: [F:17][C:2]1([F:1])[O:6][C:5]2[CH:7]=[CH:8][C:9]([C:11]3([C:14]([NH:24][C@@H:25]4[CH2:30][CH2:29][O:28][C@@H:27]([C:31]5[CH:32]=[C:33]([CH:38]=[CH:39][CH:40]=5)[C:34]([O:36][CH3:37])=[O:35])[CH2:26]4)=[O:16])[CH2:12][CH2:13]3)=[CH:10][C:4]=2[O:3]1. The catalyst class is: 120. (3) The catalyst class is: 1. Product: [CH3:13][O:14][C:15]([CH3:8])([CH2:20][CH:1]=[CH2:2])[C:16]([O:18][CH3:19])=[O:17]. Reactant: [CH:1](NC(C)C)(C)[CH3:2].[CH2:8]([Li])CCC.[CH3:13][O:14][CH:15]([CH3:20])[C:16]([O:18][CH3:19])=[O:17].C(Br)C=C. (4) Reactant: [ClH:1].[CH3:2][O:3][CH2:4][CH2:5][O:6][C:7]1[CH:8]=[C:9]2[C:21]([NH:22][C:23]3[CH:24]=[CH:25][CH:26]=[C:27]([C:29]#[CH:30])[CH:28]=3)=[N:20][CH:19]=[N:18][C:10]2=[CH:11][C:12]=1[O:13][CH2:14][CH2:15][O:16][CH3:17]. Product: [CH3:2][O:3][CH2:4][CH2:5][O:6][C:7]1[CH:8]=[C:9]2[C:21]([NH:22][C:23]3[CH:24]=[CH:25][CH:26]=[C:27]([C:29]#[CH:30])[CH:28]=3)=[N:20][CH:19]=[N:18][C:10]2=[CH:11][C:12]=1[O:13][CH2:14][CH2:15][O:16][CH3:17].[ClH:1]. The catalyst class is: 480.